Dataset: Orexin1 receptor HTS with 218,158 compounds and 233 confirmed actives. Task: Binary Classification. Given a drug SMILES string, predict its activity (active/inactive) in a high-throughput screening assay against a specified biological target. (1) The compound is S(c1n(c(nn1)C1Oc2c(OC1)cccc2)C)CC(=O)c1cc2OCOc2cc1. The result is 0 (inactive). (2) The compound is S(=O)(=O)(NCc1cccnc1)c1ccc(OCC(OCC)=O)cc1. The result is 0 (inactive). (3) The drug is S(=O)(=O)(N(c1ccc(OCC(=O)N2C3C(CN(CC3)C)c3c2ccc(c3)C)cc1)C)c1sccc1. The result is 0 (inactive). (4) The compound is s1nc(C(=O)NC2CCCCC2)c(N)c1C(OC(C(=O)NC(C)(C)C)C)=O. The result is 0 (inactive). (5) The molecule is OC(=O)C(NC(=O)NCCCCC)C(C)C. The result is 0 (inactive). (6) The molecule is O(CCCc1c([nH]nc1C)C)c1ccc(OC)cc1. The result is 0 (inactive). (7) The compound is FC(F)(F)c1n2nc(cc2nc(c2cc3OCOc3cc2)c1)C(=O)NCc1occc1. The result is 0 (inactive). (8) The drug is S=C(NC1CCCC1)NC(c1cc(OC)c(OC)cc1)C. The result is 0 (inactive). (9) The molecule is S(=O)(=O)(N(C)C)c1cc(c(N2CCCC2)cc1)C(=O)N1CCC(CC1)C(=O)N. The result is 0 (inactive). (10) The result is 0 (inactive). The drug is Clc1ccc(S(=O)(=O)N(Cc2cc(ccc2)C)CC(=O)N\N=C\c2sccc2)cc1.